Dataset: Reaction yield outcomes from USPTO patents with 853,638 reactions. Task: Predict the reaction yield, written as a fraction of the theoretical maximum amount of product (1.0 means a 100% yield; for example, 0.34 means a 34% yield). The reactants are Cl[C:2]1[CH:7]=[CH:6][N:5]=[C:4]([C:8]2[C:16]3[C:11](=[CH:12][CH:13]=[C:14]([C:17]4[O:21][C:20]([NH:22][CH2:23][C:24]5[CH:29]=[CH:28][C:27]([O:30][CH3:31])=[CH:26][CH:25]=5)=[N:19][N:18]=4)[CH:15]=3)[N:10]([S:32]([C:35]3[CH:41]=[CH:40][C:38]([CH3:39])=[CH:37][CH:36]=3)(=[O:34])=[O:33])[CH:9]=2)[N:3]=1.[F:42][C:43]1[CH:48]=[CH:47][CH:46]=[CH:45][C:44]=1B(O)O.C([O-])([O-])=O.[K+].[K+]. The catalyst is O1CCOCC1.O.C1C=CC([P]([Pd]([P](C2C=CC=CC=2)(C2C=CC=CC=2)C2C=CC=CC=2)([P](C2C=CC=CC=2)(C2C=CC=CC=2)C2C=CC=CC=2)[P](C2C=CC=CC=2)(C2C=CC=CC=2)C2C=CC=CC=2)(C2C=CC=CC=2)C2C=CC=CC=2)=CC=1. The product is [F:42][C:43]1[CH:48]=[CH:47][CH:46]=[CH:45][C:44]=1[C:2]1[CH:7]=[CH:6][N:5]=[C:4]([C:8]2[C:16]3[C:11](=[CH:12][CH:13]=[C:14]([C:17]4[O:21][C:20]([NH:22][CH2:23][C:24]5[CH:29]=[CH:28][C:27]([O:30][CH3:31])=[CH:26][CH:25]=5)=[N:19][N:18]=4)[CH:15]=3)[N:10]([S:32]([C:35]3[CH:41]=[CH:40][C:38]([CH3:39])=[CH:37][CH:36]=3)(=[O:34])=[O:33])[CH:9]=2)[N:3]=1. The yield is 0.728.